This data is from Full USPTO retrosynthesis dataset with 1.9M reactions from patents (1976-2016). The task is: Predict the reactants needed to synthesize the given product. (1) The reactants are: [CH3:1][O:2][C:3]1[CH:12]=[CH:11][CH:10]=[C:9]2[C:4]=1[CH:5]([C:15]1[CH:20]=[CH:19][CH:18]=[CH:17][CH:16]=1)[N:6]([CH3:14])[C:7](=[O:13])[NH:8]2.C1C(=O)N([Br:28])C(=O)C1. Given the product [Br:28][C:12]1[C:3]([O:2][CH3:1])=[C:4]2[C:9](=[CH:10][CH:11]=1)[NH:8][C:7](=[O:13])[N:6]([CH3:14])[CH:5]2[C:15]1[CH:20]=[CH:19][CH:18]=[CH:17][CH:16]=1, predict the reactants needed to synthesize it. (2) Given the product [C:1]1([C:13]2[C:14](=[O:15])[NH:16][C:19](=[O:18])[C:20]=2[C:22]2[C:30]3[C:25](=[CH:26][C:27]([F:31])=[CH:28][CH:29]=3)[NH:24][CH:23]=2)[C:11]2=[C:12]3[C:7](=[CH:8][CH:9]=[CH:10]2)[CH2:6][CH2:5][CH2:4][N:3]3[CH:2]=1, predict the reactants needed to synthesize it. The reactants are: [C:1]1([CH2:13][C:14]([NH2:16])=[O:15])[C:11]2=[C:12]3[C:7](=[CH:8][CH:9]=[CH:10]2)[CH2:6][CH2:5][CH2:4][N:3]3[CH:2]=1.C[O:18][C:19](=O)[C:20]([C:22]1[C:30]2[C:25](=[CH:26][C:27]([F:31])=[CH:28][CH:29]=2)[NH:24][CH:23]=1)=O.